Dataset: Forward reaction prediction with 1.9M reactions from USPTO patents (1976-2016). Task: Predict the product of the given reaction. (1) The product is: [OH:10][C:11]1[CH:12]=[CH:13][C:14]([C@H:17]([C:22]#[C:23][CH3:24])[CH2:18][C:19]([OH:21])=[O:20])=[CH:15][CH:16]=1. Given the reactants C[C@@H](N)C1C=CC=CC=1.[OH:10][C:11]1[CH:16]=[CH:15][C:14]([C@H:17]([C:22]#[C:23][CH3:24])[CH2:18][C:19]([OH:21])=[O:20])=[CH:13][CH:12]=1.S([O-])(O)(=O)=O.[K+], predict the reaction product. (2) Given the reactants [NH2:1][C@@H:2]([CH3:34])[C:3]([NH:5][C:6]1[CH:7]=[C:8]([NH:12][C:13]([C:15]2[C:16]([NH:30][CH2:31][CH2:32][CH3:33])=[N:17][C:18]([NH:21][CH2:22][CH2:23][C:24]3[CH:29]=[CH:28][N:27]=[CH:26][CH:25]=3)=[N:19][CH:20]=2)=[O:14])[CH:9]=[CH:10][CH:11]=1)=[O:4].Cl.[CH3:36][N:37]([CH3:44])[CH2:38]/[CH:39]=[CH:40]/[C:41](O)=[O:42].Cl.C(N=C=NCCCN(C)C)C.C(=O)([O-])O.[Na+], predict the reaction product. The product is: [CH3:36][N:37]([CH3:44])[CH2:38]/[CH:39]=[CH:40]/[C:41]([NH:1][C@@H:2]([CH3:34])[C:3]([NH:5][C:6]1[CH:7]=[C:8]([NH:12][C:13]([C:15]2[C:16]([NH:30][CH2:31][CH2:32][CH3:33])=[N:17][C:18]([NH:21][CH2:22][CH2:23][C:24]3[CH:25]=[CH:26][N:27]=[CH:28][CH:29]=3)=[N:19][CH:20]=2)=[O:14])[CH:9]=[CH:10][CH:11]=1)=[O:4])=[O:42]. (3) Given the reactants [C:1]1([C:7]2[N:11]([S:12]([C:15]3[CH:16]=[N:17][CH:18]=[CH:19][CH:20]=3)(=[O:14])=[O:13])[CH:10]=[C:9]([CH:21]=O)[CH:8]=2)[CH:6]=[CH:5][CH:4]=[CH:3][CH:2]=1.[CH2:23]([N:25](CC)[CH2:26]C)C.[ClH:30].CNC.C(O[BH-](OC(=O)C)OC(=O)C)(=O)C.[Na+], predict the reaction product. The product is: [ClH:30].[ClH:30].[CH3:23][N:25]([CH3:26])[CH2:21][C:9]1[CH:8]=[C:7]([C:1]2[CH:6]=[CH:5][CH:4]=[CH:3][CH:2]=2)[N:11]([S:12]([C:15]2[CH:16]=[N:17][CH:18]=[CH:19][CH:20]=2)(=[O:14])=[O:13])[CH:10]=1. (4) Given the reactants [CH3:1][C:2]([CH3:23])([CH2:7][CH2:8][C:9]1[S:10][C:11]([C:14]2[CH:19]=[CH:18][C:17]([N+:20]([O-:22])=[O:21])=[CH:16][CH:15]=2)=[CH:12][N:13]=1)[C:3]([O:5]C)=[O:4].[OH-].[Na+], predict the reaction product. The product is: [CH3:1][C:2]([CH3:23])([CH2:7][CH2:8][C:9]1[S:10][C:11]([C:14]2[CH:19]=[CH:18][C:17]([N+:20]([O-:22])=[O:21])=[CH:16][CH:15]=2)=[CH:12][N:13]=1)[C:3]([OH:5])=[O:4]. (5) Given the reactants [CH3:1][C:2]1([CH3:19])[CH:7]=[C:6]([C@@H:8]2[CH2:12][CH:11]=[C:10]([CH3:13])[C:9]2([CH3:15])[CH3:14])[CH2:5][C:4]([CH3:17])([CH3:16])[C:3]1=[O:18].[C:20]1(C)C=CC=CC=1, predict the reaction product. The product is: [CH3:19][C:2]1([CH3:1])[CH:7]=[C:6]([C@@H:8]2[CH2:12][CH2:11][CH:10]([CH3:13])[C:9]2([CH3:15])[CH3:14])[CH2:5][C:4]([CH3:17])([CH3:16])[C:3]1=[O:18].[CH3:17][C:4]1([CH3:16])[CH2:5][CH:6]([C:8]2[CH2:12][CH2:11][C:10]([CH3:13])([CH3:20])[C:9]=2[CH3:14])[CH2:7][C:2]([CH3:19])([CH3:1])[C:3]1=[O:18].